From a dataset of Catalyst prediction with 721,799 reactions and 888 catalyst types from USPTO. Predict which catalyst facilitates the given reaction. Reactant: [C:1]([C@H:5]1[CH2:10][CH2:9][C@H:8]([O:11][C:12]2[CH:13]=[C:14]3[C:19](=[CH:20][CH:21]=2)[CH:18]=[C:17]([CH:22]=O)[CH:16]=[CH:15]3)[CH2:7][CH2:6]1)([CH3:4])([CH3:3])[CH3:2].CC(O)=O.[CH3:28][C:29]1([C:35]([O:37][CH2:38][CH3:39])=[O:36])[CH2:34][CH2:33][NH:32][CH2:31][CH2:30]1.[BH3-]C#N.[Na+]. Product: [C:1]([C@H:5]1[CH2:10][CH2:9][C@H:8]([O:11][C:12]2[CH:13]=[C:14]3[C:19](=[CH:20][CH:21]=2)[CH:18]=[C:17]([CH2:22][N:32]2[CH2:33][CH2:34][C:29]([CH3:28])([C:35]([O:37][CH2:38][CH3:39])=[O:36])[CH2:30][CH2:31]2)[CH:16]=[CH:15]3)[CH2:7][CH2:6]1)([CH3:4])([CH3:3])[CH3:2]. The catalyst class is: 2.